This data is from Reaction yield outcomes from USPTO patents with 853,638 reactions. The task is: Predict the reaction yield, written as a fraction of the theoretical maximum amount of product (1.0 means a 100% yield; for example, 0.34 means a 34% yield). (1) The reactants are [CH2:1]([C:11]1[O:20][C:14]2=[N:15][C:16](=[O:19])[NH:17][CH:18]=[C:13]2[CH:12]=1)[CH2:2][CH2:3][CH2:4][CH2:5][CH2:6][CH2:7][CH2:8][CH2:9][CH3:10].C(=O)([O-])[O-].[K+].[K+].[O:27]1[CH2:31][CH2:30][CH:29](OS(C)(=O)=O)[CH2:28]1. The catalyst is CN(C=O)C. The product is [CH2:1]([C:11]1[O:20][C:14]2[N:15]=[C:16]([O:19][CH:29]3[CH2:30][CH2:31][O:27][CH2:28]3)[N:17]=[CH:18][C:13]=2[CH:12]=1)[CH2:2][CH2:3][CH2:4][CH2:5][CH2:6][CH2:7][CH2:8][CH2:9][CH3:10]. The yield is 0.620. (2) The reactants are FC(F)(F)C(O)=O.C(O[C:13]([N:15]1[CH2:34][CH2:33][C:18]2[N:19]=[C:20]([NH:23][C:24](=[O:32])[C:25]3[CH:30]=[CH:29][CH:28]=[C:27]([Cl:31])[CH:26]=3)[N:21]=[CH:22][C:17]=2[CH2:16]1)=[O:14])(C)(C)C.CCN(C(C)C)C(C)C.[CH3:44][C:45]1[CH:53]=[CH:52][CH:51]=[CH:50][C:46]=1C(O)=O.CCN=C=NCCCN(C)C.C1C=NC2N(O)N=NC=2C=1. The catalyst is C(Cl)Cl. The product is [Cl:31][C:27]1[CH:26]=[C:25]([CH:30]=[CH:29][CH:28]=1)[C:24]([NH:23][C:20]1[N:21]=[CH:22][C:17]2[CH2:16][N:15]([C:13](=[O:14])[C:46]3[CH:50]=[CH:51][CH:52]=[CH:53][C:45]=3[CH3:44])[CH2:34][CH2:33][C:18]=2[N:19]=1)=[O:32]. The yield is 0.810. (3) The reactants are [Cl:1][C:2]1[CH:10]=[C:9]2[C:5]([CH:6]=[C:7]([CH2:11][OH:12])[NH:8]2)=[CH:4][CH:3]=1. The catalyst is C1COCC1.[O-2].[Mn+4].[O-2]. The product is [Cl:1][C:2]1[CH:10]=[C:9]2[C:5]([CH:6]=[C:7]([CH:11]=[O:12])[NH:8]2)=[CH:4][CH:3]=1. The yield is 0.620.